The task is: Regression. Given two drug SMILES strings and cell line genomic features, predict the synergy score measuring deviation from expected non-interaction effect.. This data is from NCI-60 drug combinations with 297,098 pairs across 59 cell lines. (1) Drug 1: C(=O)(N)NO. Drug 2: CCN(CC)CCCC(C)NC1=C2C=C(C=CC2=NC3=C1C=CC(=C3)Cl)OC. Cell line: HOP-92. Synergy scores: CSS=26.7, Synergy_ZIP=-8.65, Synergy_Bliss=-1.71, Synergy_Loewe=-25.2, Synergy_HSA=-1.19. (2) Drug 1: CC1=C2C(C(=O)C3(C(CC4C(C3C(C(C2(C)C)(CC1OC(=O)C(C(C5=CC=CC=C5)NC(=O)C6=CC=CC=C6)O)O)OC(=O)C7=CC=CC=C7)(CO4)OC(=O)C)O)C)OC(=O)C. Drug 2: CC1C(C(CC(O1)OC2CC(CC3=C2C(=C4C(=C3O)C(=O)C5=C(C4=O)C(=CC=C5)OC)O)(C(=O)CO)O)N)O.Cl. Cell line: CAKI-1. Synergy scores: CSS=37.7, Synergy_ZIP=-6.15, Synergy_Bliss=-6.04, Synergy_Loewe=-5.31, Synergy_HSA=-2.55. (3) Drug 1: CC1OCC2C(O1)C(C(C(O2)OC3C4COC(=O)C4C(C5=CC6=C(C=C35)OCO6)C7=CC(=C(C(=C7)OC)O)OC)O)O. Drug 2: CC1=C(N=C(N=C1N)C(CC(=O)N)NCC(C(=O)N)N)C(=O)NC(C(C2=CN=CN2)OC3C(C(C(C(O3)CO)O)O)OC4C(C(C(C(O4)CO)O)OC(=O)N)O)C(=O)NC(C)C(C(C)C(=O)NC(C(C)O)C(=O)NCCC5=NC(=CS5)C6=NC(=CS6)C(=O)NCCC[S+](C)C)O. Cell line: BT-549. Synergy scores: CSS=24.9, Synergy_ZIP=-0.965, Synergy_Bliss=-3.43, Synergy_Loewe=-4.73, Synergy_HSA=-1.87.